This data is from NCI-60 drug combinations with 297,098 pairs across 59 cell lines. The task is: Regression. Given two drug SMILES strings and cell line genomic features, predict the synergy score measuring deviation from expected non-interaction effect. (1) Drug 1: CS(=O)(=O)C1=CC(=C(C=C1)C(=O)NC2=CC(=C(C=C2)Cl)C3=CC=CC=N3)Cl. Drug 2: CC1C(C(CC(O1)OC2CC(OC(C2O)C)OC3=CC4=CC5=C(C(=O)C(C(C5)C(C(=O)C(C(C)O)O)OC)OC6CC(C(C(O6)C)O)OC7CC(C(C(O7)C)O)OC8CC(C(C(O8)C)O)(C)O)C(=C4C(=C3C)O)O)O)O. Cell line: IGROV1. Synergy scores: CSS=5.16, Synergy_ZIP=5.31, Synergy_Bliss=10.9, Synergy_Loewe=10.1, Synergy_HSA=10.2. (2) Drug 1: CCC1(CC2CC(C3=C(CCN(C2)C1)C4=CC=CC=C4N3)(C5=C(C=C6C(=C5)C78CCN9C7C(C=CC9)(C(C(C8N6C=O)(C(=O)OC)O)OC(=O)C)CC)OC)C(=O)OC)O.OS(=O)(=O)O. Drug 2: CC1CCCC2(C(O2)CC(NC(=O)CC(C(C(=O)C(C1O)C)(C)C)O)C(=CC3=CSC(=N3)C)C)C. Cell line: RPMI-8226. Synergy scores: CSS=62.9, Synergy_ZIP=1.16, Synergy_Bliss=2.43, Synergy_Loewe=-7.75, Synergy_HSA=2.31. (3) Drug 1: CC=C1C(=O)NC(C(=O)OC2CC(=O)NC(C(=O)NC(CSSCCC=C2)C(=O)N1)C(C)C)C(C)C. Drug 2: C(=O)(N)NO. Cell line: SR. Synergy scores: CSS=75.3, Synergy_ZIP=-1.28, Synergy_Bliss=0.554, Synergy_Loewe=-53.0, Synergy_HSA=0.689. (4) Drug 1: CC12CCC(CC1=CCC3C2CCC4(C3CC=C4C5=CN=CC=C5)C)O. Drug 2: CS(=O)(=O)OCCCCOS(=O)(=O)C. Cell line: IGROV1. Synergy scores: CSS=3.45, Synergy_ZIP=-5.62, Synergy_Bliss=-8.84, Synergy_Loewe=-11.1, Synergy_HSA=-8.61.